Dataset: Forward reaction prediction with 1.9M reactions from USPTO patents (1976-2016). Task: Predict the product of the given reaction. (1) Given the reactants [Br:1][C:2]1[CH:6]=[CH:5][S:4][C:3]=1[C:7]([OH:9])=[O:8].O=S(Cl)Cl.C(N(CC)CC)C.[CH3:21][Si:22]([CH3:27])([CH3:26])[CH2:23][CH2:24]O, predict the reaction product. The product is: [Br:1][C:2]1[CH:6]=[CH:5][S:4][C:3]=1[C:7]([O:9][CH2:24][CH2:23][Si:22]([CH3:27])([CH3:26])[CH3:21])=[O:8]. (2) Given the reactants O[CH2:2][C:3]1[CH:8]=[CH:7][C:6]([O:9][C:10](=[O:19])[N:11]([CH3:18])[C:12]2[CH:17]=[CH:16][CH:15]=[CH:14][CH:13]=2)=[CH:5][CH:4]=1.[OH:20][C:21]1[CH:26]=[CH:25][CH:24]=[CH:23][N:22]=1, predict the reaction product. The product is: [O:20]=[C:21]1[CH:26]=[CH:25][CH:24]=[CH:23][N:22]1[CH2:2][C:3]1[CH:8]=[CH:7][C:6]([O:9][C:10](=[O:19])[N:11]([CH3:18])[C:12]2[CH:17]=[CH:16][CH:15]=[CH:14][CH:13]=2)=[CH:5][CH:4]=1. (3) Given the reactants [F:1][CH:2]([CH3:25])[CH2:3][O:4][C:5]1[C:10]([NH:11][C:12]2[C:13]3[C:20]([CH3:21])=[C:19]([C:22]([OH:24])=O)[S:18][C:14]=3[N:15]=[CH:16][N:17]=2)=[CH:9][CH:8]=[CH:7][N:6]=1.CN(C(ON1N=NC2C=CC=NC1=2)=[N+](C)C)C.F[P-](F)(F)(F)(F)F.CCN(C(C)C)C(C)C.[CH2:59]([CH2:61][NH2:62])[OH:60], predict the reaction product. The product is: [F:1][CH:2]([CH3:25])[CH2:3][O:4][C:5]1[C:10]([NH:11][C:12]2[C:13]3[C:20]([CH3:21])=[C:19]([C:22]([NH:62][CH2:61][CH2:59][OH:60])=[O:24])[S:18][C:14]=3[N:15]=[CH:16][N:17]=2)=[CH:9][CH:8]=[CH:7][N:6]=1. (4) Given the reactants [CH3:1][O:2][C:3]1[CH:8]=[CH:7][C:6]([N+:9]([O-])=O)=[C:5]([C:12]([F:15])([F:14])[F:13])[CH:4]=1, predict the reaction product. The product is: [CH3:1][O:2][C:3]1[CH:8]=[CH:7][C:6]([NH2:9])=[C:5]([C:12]([F:13])([F:14])[F:15])[CH:4]=1.